Predict the product of the given reaction. From a dataset of Forward reaction prediction with 1.9M reactions from USPTO patents (1976-2016). (1) Given the reactants [NH2:1][C:2]1[C:11]2[C:6](=[C:7](Br)[CH:8]=[CH:9][CH:10]=2)[N:5]=[N:4][C:3]=1[C:13]([NH:15][CH2:16][CH2:17][CH3:18])=[O:14].[CH3:19][O:20][C:21]1[CH:22]=[CH:23][C:24]([CH3:30])=[C:25](B(O)O)[CH:26]=1, predict the reaction product. The product is: [NH2:1][C:2]1[C:11]2[C:6](=[C:7]([C:23]3[CH:22]=[C:21]([O:20][CH3:19])[CH:26]=[CH:25][C:24]=3[CH3:30])[CH:8]=[CH:9][CH:10]=2)[N:5]=[N:4][C:3]=1[C:13]([NH:15][CH2:16][CH2:17][CH3:18])=[O:14]. (2) Given the reactants I[C:2]1[C:10]2[C:5](=[N:6][CH:7]=[C:8]([C:11]3[CH:16]=[CH:15][C:14]([N:17]4[CH2:22][CH2:21][N:20]([C:23]([O:25][C:26]([CH3:29])([CH3:28])[CH3:27])=[O:24])[CH2:19][CH2:18]4)=[CH:13][CH:12]=3)[CH:9]=2)[N:4]([S:30]([C:33]2[CH:39]=[CH:38][C:36]([CH3:37])=[CH:35][CH:34]=2)(=[O:32])=[O:31])[CH:3]=1.[CH3:40][O:41][C:42]1[CH:43]=[C:44]([CH:62]=[CH:63][CH:64]=1)[CH2:45][N:46]1[C:50]([CH3:51])=[C:49](B2OC(C)(C)C(C)(C)O2)[C:48]([CH3:61])=[N:47]1.C(=O)([O-])[O-].[Na+].[Na+], predict the reaction product. The product is: [CH3:40][O:41][C:42]1[CH:43]=[C:44]([CH:62]=[CH:63][CH:64]=1)[CH2:45][N:46]1[C:50]([CH3:51])=[C:49]([C:2]2[C:10]3[C:5](=[N:6][CH:7]=[C:8]([C:11]4[CH:16]=[CH:15][C:14]([N:17]5[CH2:22][CH2:21][N:20]([C:23]([O:25][C:26]([CH3:29])([CH3:28])[CH3:27])=[O:24])[CH2:19][CH2:18]5)=[CH:13][CH:12]=4)[CH:9]=3)[N:4]([S:30]([C:33]3[CH:39]=[CH:38][C:36]([CH3:37])=[CH:35][CH:34]=3)(=[O:32])=[O:31])[CH:3]=2)[C:48]([CH3:61])=[N:47]1. (3) The product is: [NH2:7][C@@H:8]1[C:22](=[O:23])[N:21]2[CH2:24][C@H:25]([O:27][C:28]3[C:37]4[C:32](=[C:33]5[O:40][CH2:39][CH2:38][C:34]5=[CH:35][CH:36]=4)[CH:31]=[CH:30][N:29]=3)[CH2:26][C@H:20]2[C:19](=[O:41])[NH:18][C@:17]2([C:43]([NH:44][S:45]([C:48]3([CH3:51])[CH2:49][CH2:50]3)(=[O:46])=[O:47])=[O:52])[CH2:42][C@H:16]2[CH:15]=[CH:14][CH2:13][CH2:12][CH:11]([CH3:53])[CH2:10][C@H:9]1[CH3:54]. Given the reactants C(OC(=O)[NH:7][C@@H:8]1[C:22](=[O:23])[N:21]2[CH2:24][C@H:25]([O:27][C:28]3[C:37]4[C:32](=[C:33]5[O:40][CH2:39][CH2:38][C:34]5=[CH:35][CH:36]=4)[CH:31]=[CH:30][N:29]=3)[CH2:26][C@H:20]2[C:19](=[O:41])[NH:18][C@:17]2([C:43](=[O:52])[NH:44][S:45]([C:48]3([CH3:51])[CH2:50][CH2:49]3)(=[O:47])=[O:46])[CH2:42][C@H:16]2[CH:15]=[CH:14][CH2:13][CH2:12][CH:11]([CH3:53])[CH2:10][C@H:9]1[CH3:54])(C)(C)C.C(O)(C(F)(F)F)=O, predict the reaction product. (4) Given the reactants [Cl:1][C:2]1[CH:3]=[CH:4][C:5]([O:35][CH3:36])=[C:6]([CH:34]=1)[CH2:7][CH:8]1[C:14](=[O:15])[N:13]([C:16]([NH:18][CH:19]([CH2:31][CH3:32])[C:20]([NH:22][CH2:23][C:24](OC(C)(C)C)=O)=[O:21])=[O:17])[CH2:12][C:11](=[O:33])[NH:10][CH2:9]1.Cl.C(OC(=O)CN)(C)(C)C.N[C:48]1[CH:49]=[C:50]([S:54]([NH2:57])(=[O:56])=[O:55])[CH:51]=CC=1, predict the reaction product. The product is: [NH2:57][S:54]([C:50]1[CH:51]=[C:23]([CH:24]=[CH:48][CH:49]=1)[NH:22][C:20]([C@H:19]([NH:18][C:16]([N:13]1[C:14](=[O:15])[CH:8]([CH2:7][C:6]2[CH:34]=[C:2]([Cl:1])[CH:3]=[CH:4][C:5]=2[O:35][CH3:36])[CH2:9][NH:10][C:11](=[O:33])[CH2:12]1)=[O:17])[CH2:31][CH3:32])=[O:21])(=[O:56])=[O:55]. (5) Given the reactants [OH:1][C:2]1[CH:7]=[C:6]([OH:8])[CH:5]=[CH:4][C:3]=1[C:9](=[O:11])[CH3:10].C([O-])([O-])=O.[K+].[K+].[CH3:18][Si:19]([CH2:22][CH2:23][O:24][CH2:25]Cl)([CH3:21])[CH3:20], predict the reaction product. The product is: [OH:1][C:2]1[CH:7]=[C:6]([O:8][CH2:25][O:24][CH2:23][CH2:22][Si:19]([CH3:21])([CH3:20])[CH3:18])[CH:5]=[CH:4][C:3]=1[C:9](=[O:11])[CH3:10]. (6) Given the reactants [N:1]([CH2:4][C:5]1[CH:10]=[C:9]([Cl:11])[CH:8]=[C:7]([CH2:12][N:13]=[N+]=[N-])[CH:6]=1)=[N+]=[N-].[H-].[H-].[H-].[H-].[Li+].[Al+3].[OH-].[Na+], predict the reaction product. The product is: [NH2:1][CH2:4][C:5]1[CH:6]=[C:7]([CH:8]=[C:9]([Cl:11])[CH:10]=1)[CH2:12][NH2:13]. (7) Given the reactants Br[C:2]1[CH:7]=[CH:6][C:5]([C:8]2[C:9]3[C:14]([C:15]([C:22]4[CH:27]=[CH:26][CH:25]=[CH:24][CH:23]=4)=[C:16]4[C:21]=2[CH:20]=[CH:19][CH:18]=[CH:17]4)=[CH:13][CH:12]=[CH:11][CH:10]=3)=[CH:4][CH:3]=1.[CH:28]1[C:40]2[N:39]([C:41]3[CH:46]=[CH:45][C:44]([C:47]4[CH:48]=[CH:49][C:50]5[NH:51][C:52]6[C:57]([C:58]=5[CH:59]=4)=[CH:56][CH:55]=[CH:54][CH:53]=6)=[CH:43][CH:42]=3)[C:38]3[C:33](=[CH:34][CH:35]=[CH:36][CH:37]=3)[C:32]=2[CH:31]=[CH:30][CH:29]=1.CC(C)([O-])C.[Na+].C(P(C(C)(C)C)C(C)(C)C)(C)(C)C, predict the reaction product. The product is: [CH:28]1[C:40]2[N:39]([C:41]3[CH:46]=[CH:45][C:44]([C:47]4[CH:48]=[CH:49][C:50]5[N:51]([C:2]6[CH:3]=[CH:4][C:5]([C:8]7[C:21]8[C:16]([C:15]([C:22]9[CH:27]=[CH:26][CH:25]=[CH:24][CH:23]=9)=[C:14]9[C:9]=7[CH:10]=[CH:11][CH:12]=[CH:13]9)=[CH:17][CH:18]=[CH:19][CH:20]=8)=[CH:6][CH:7]=6)[C:52]6[C:57]([C:58]=5[CH:59]=4)=[CH:56][CH:55]=[CH:54][CH:53]=6)=[CH:43][CH:42]=3)[C:38]3[C:33](=[CH:34][CH:35]=[CH:36][CH:37]=3)[C:32]=2[CH:31]=[CH:30][CH:29]=1.